From a dataset of Reaction yield outcomes from USPTO patents with 853,638 reactions. Predict the reaction yield, written as a fraction of the theoretical maximum amount of product (1.0 means a 100% yield; for example, 0.34 means a 34% yield). (1) The product is [CH2:1]([O:3][CH:4]([O:31][CH2:32][CH3:33])[CH2:5][O:6][C@@H:7]([C@@H:8]([CH2:9][C:10]1[CH:15]=[CH:14][C:13]([F:16])=[CH:12][CH:11]=1)[C@@H:17]([O:19][CH2:20][C:21]1[CH:22]=[CH:23][C:24]([O:27][CH3:28])=[CH:25][CH:26]=1)[CH3:18])[CH2:29][CH2:30][OH:43])[CH3:2]. The yield is 0.900. The catalyst is O. The reactants are [CH2:1]([O:3][CH:4]([O:31][CH2:32][CH3:33])[CH2:5][O:6][C@H:7]([CH:29]=[CH2:30])[C@H:8]([C@@H:17]([O:19][CH2:20][C:21]1[CH:26]=[CH:25][C:24]([O:27][CH3:28])=[CH:23][CH:22]=1)[CH3:18])[CH2:9][C:10]1[CH:15]=[CH:14][C:13]([F:16])=[CH:12][CH:11]=1)[CH3:2].B1C2CCCC1CCC2.[OH-:43].[Na+].OO. (2) The reactants are [CH3:1][O:2][C:3]1[CH:9]=[C:8]([CH3:10])[C:6]([NH2:7])=[C:5]([CH3:11])[C:4]=1[CH3:12].C(N(CC)CC)C.[C:20](O[C:20]([O:22][C:23]([CH3:26])([CH3:25])[CH3:24])=[O:21])([O:22][C:23]([CH3:26])([CH3:25])[CH3:24])=[O:21]. The catalyst is O1CCCC1. The product is [CH3:1][O:2][C:3]1[CH:9]=[C:8]([CH3:10])[C:6]([NH:7][C:20](=[O:21])[O:22][C:23]([CH3:26])([CH3:25])[CH3:24])=[C:5]([CH3:11])[C:4]=1[CH3:12]. The yield is 0.750.